Dataset: Reaction yield outcomes from USPTO patents with 853,638 reactions. Task: Predict the reaction yield, written as a fraction of the theoretical maximum amount of product (1.0 means a 100% yield; for example, 0.34 means a 34% yield). (1) The reactants are [Cl:1][C:2]1[C:7]2[O:8][C:9]3[CH2:14][CH2:13][N:12]([C:15]([O:17][C:18]([CH3:21])([CH3:20])[CH3:19])=[O:16])[CH2:11][C:10]=3[C:6]=2[CH:5]=[C:4]([S:22][C:23]2[CH:28]=[CH:27][CH:26]=[CH:25][CH:24]=2)[CH:3]=1.ClC1C=C(C=CC=1)C(OO)=[O:34]. The catalyst is ClCCl. The product is [Cl:1][C:2]1[C:7]2[O:8][C:9]3[CH2:14][CH2:13][N:12]([C:15]([O:17][C:18]([CH3:21])([CH3:20])[CH3:19])=[O:16])[CH2:11][C:10]=3[C:6]=2[CH:5]=[C:4]([S:22]([C:23]2[CH:24]=[CH:25][CH:26]=[CH:27][CH:28]=2)=[O:34])[CH:3]=1. The yield is 0.580. (2) The reactants are OS(O)(=O)=O.[CH3:6][C:7]1[CH2:12][CH2:11][CH:10]([C:13]([OH:15])=[O:14])[CH2:9][CH:8]=1.[CH3:16][C:17]1[CH2:18][CH:19]([C:23]([OH:25])=[O:24])[CH2:20][CH2:21][CH:22]=1. No catalyst specified. The product is [CH3:6][C:7]1[CH:8]=[CH:9][C:10]([C:13]([OH:15])=[O:14])=[CH:11][CH:12]=1.[C:17]1([CH3:16])[CH:22]=[CH:21][CH:20]=[C:19]([C:23]([OH:25])=[O:24])[CH:18]=1. The yield is 0.660. (3) The reactants are [CH2:1]([O:3][C:4](=[O:18])[CH2:5][O:6][C:7]1[CH:17]=[N:16][CH:15]=[CH:14][C:8]=1[C:9](OCC)=[O:10])[CH3:2].[H-].[Na+]. The catalyst is C1COCC1. The product is [OH:10][C:9]1[C:8]2[C:7](=[CH:17][N:16]=[CH:15][CH:14]=2)[O:6][C:5]=1[C:4]([O:3][CH2:1][CH3:2])=[O:18]. The yield is 0.840. (4) The reactants are [F:1][C:2]1[CH:3]=[C:4]([N:16]2[CH2:21][CH2:20][O:19][CH2:18][CH2:17]2)[CH:5]=[CH:6][C:7]=1[CH2:8][N:9]1[CH2:14][CH2:13][NH:12][C@@H:11]([CH3:15])[CH2:10]1.[C:22](=O)([O:31]N1C(=O)CCC1=O)[O:23][N:24]1[C:28](=[O:29])[CH2:27][CH2:26][C:25]1=[O:30].C(N(CC)CC)C. The catalyst is CC#N. The product is [F:1][C:2]1[CH:3]=[C:4]([N:16]2[CH2:21][CH2:20][O:19][CH2:18][CH2:17]2)[CH:5]=[CH:6][C:7]=1[CH2:8][N:9]1[CH2:14][CH2:13][N:12]([C:22]([O:23][N:24]2[C:28](=[O:29])[CH2:27][CH2:26][C:25]2=[O:30])=[O:31])[C@@H:11]([CH3:15])[CH2:10]1. The yield is 0.680. (5) The reactants are [Cl:1][C:2]1[N:7]=[N:6][C:5]([C:8](OCC)=[O:9])=[C:4]([NH:13][C:14]2[CH:19]=[CH:18][C:17]([CH3:20])=[C:16]([N:21]([CH3:23])[CH3:22])[N:15]=2)[CH:3]=1.[NH3:24]. No catalyst specified. The product is [Cl:1][C:2]1[N:7]=[N:6][C:5]([C:8]([NH2:24])=[O:9])=[C:4]([NH:13][C:14]2[CH:19]=[CH:18][C:17]([CH3:20])=[C:16]([N:21]([CH3:23])[CH3:22])[N:15]=2)[CH:3]=1. The yield is 0.910.